Task: Predict the product of the given reaction.. Dataset: Forward reaction prediction with 1.9M reactions from USPTO patents (1976-2016) (1) Given the reactants Br[C:2]1[CH:3]=[C:4]([CH:19]=[CH:20][C:21]=1[F:22])[C:5]([NH:7][C:8]1[CH:13]=[CH:12][C:11]([O:14][C:15]([F:18])([F:17])[F:16])=[CH:10][CH:9]=1)=[O:6].[S:23]1[CH:27]=[CH:26][N:25]=[CH:24]1.CC([O-])=O.[K+], predict the reaction product. The product is: [F:22][C:21]1[CH:20]=[CH:19][C:4]([C:5]([NH:7][C:8]2[CH:13]=[CH:12][C:11]([O:14][C:15]([F:18])([F:17])[F:16])=[CH:10][CH:9]=2)=[O:6])=[CH:3][C:2]=1[C:27]1[S:23][CH:24]=[N:25][CH:26]=1. (2) Given the reactants [NH2:1][C:2]1[CH:10]=[CH:9][C:8]([Cl:11])=[CH:7][C:3]=1[C:4]([OH:6])=O.O=S(Cl)Cl.[Cl:16][C:17]1[CH:23]=[CH:22][CH:21]=[CH:20][C:18]=1[NH2:19].C(Cl)(Cl)Cl, predict the reaction product. The product is: [NH2:1][C:2]1[CH:10]=[CH:9][C:8]([Cl:11])=[CH:7][C:3]=1[C:4]([NH:19][C:18]1[CH:20]=[CH:21][CH:22]=[CH:23][C:17]=1[Cl:16])=[O:6]. (3) Given the reactants [CH:1]1([C:4]2[C:13]([CH:14]3[CH2:16][CH2:15]3)=[CH:12][C:7]([C:8](OC)=[O:9])=[C:6]([O:17][CH2:18][CH3:19])[CH:5]=2)[CH2:3][CH2:2]1.[H-].[Al+3].[Li+].[H-].[H-].[H-].O.[OH-].[Na+], predict the reaction product. The product is: [CH:1]1([C:4]2[C:13]([CH:14]3[CH2:16][CH2:15]3)=[CH:12][C:7]([CH2:8][OH:9])=[C:6]([O:17][CH2:18][CH3:19])[CH:5]=2)[CH2:2][CH2:3]1. (4) Given the reactants [OH:1][C:2]1[CH:3]=[C:4]([CH2:12][C:13]([OH:15])=[O:14])[CH:5]=[C:6]([C:8]([F:11])([F:10])[F:9])[CH:7]=1.C(Cl)(=[S:18])N.[CH2:20]([N:22]([CH2:25]C)[CH2:23]C)C, predict the reaction product. The product is: [CH3:20][N:22]([CH3:25])[C:23]([O:1][C:2]1[CH:3]=[C:4]([CH2:12][C:13]([OH:15])=[O:14])[CH:5]=[C:6]([C:8]([F:9])([F:10])[F:11])[CH:7]=1)=[S:18]. (5) Given the reactants [H-].[Na+].[CH3:3][CH:4]1[CH2:7][C:6]([C:14]2[CH:19]=[C:18]([O:20][CH2:21][C:22]3[CH:31]=[CH:30][C:29]4[C:24](=[CH:25][CH:26]=[CH:27][CH:28]=4)[N:23]=3)[CH:17]=[CH:16][C:15]=2[OH:32])([C:8]2[CH:13]=[CH:12][CH:11]=[CH:10][CH:9]=2)[CH2:5]1.[F:33][C:34]([F:54])([F:53])[S:35](N(C1C=CC(Cl)=CN=1)[S:35]([C:34]([F:54])([F:53])[F:33])(=[O:37])=[O:36])(=[O:37])=[O:36].O, predict the reaction product. The product is: [F:33][C:34]([F:54])([F:53])[S:35]([O:32][C:15]1[CH:16]=[CH:17][C:18]([O:20][CH2:21][C:22]2[CH:31]=[CH:30][C:29]3[C:24](=[CH:25][CH:26]=[CH:27][CH:28]=3)[N:23]=2)=[CH:19][C:14]=1[C:6]1([C:8]2[CH:9]=[CH:10][CH:11]=[CH:12][CH:13]=2)[CH2:7][CH:4]([CH3:3])[CH2:5]1)(=[O:37])=[O:36]. (6) Given the reactants [H-].[Na+].[Si:3]([O:10][C@@H:11]1[C@H:15]([CH2:16][O:17][Si:18]([C:21]([CH3:24])([CH3:23])[CH3:22])([CH3:20])[CH3:19])[CH2:14][C@@H:13]([OH:25])[CH2:12]1)([C:6]([CH3:9])([CH3:8])[CH3:7])([CH3:5])[CH3:4].Cl[C:27]1[N:35]=[CH:34][N:33]=[C:32]2[C:28]=1[N:29]=[CH:30][N:31]2[CH:36]1[CH2:41][CH2:40][CH2:39][CH2:38][O:37]1, predict the reaction product. The product is: [Si:3]([O:10][C@@H:11]1[C@H:15]([CH2:16][O:17][Si:18]([C:21]([CH3:24])([CH3:23])[CH3:22])([CH3:19])[CH3:20])[CH2:14][C@@H:13]([O:25][C:27]2[N:35]=[CH:34][N:33]=[C:32]3[C:28]=2[N:29]=[CH:30][N:31]3[CH:36]2[CH2:41][CH2:40][CH2:39][CH2:38][O:37]2)[CH2:12]1)([C:6]([CH3:9])([CH3:8])[CH3:7])([CH3:5])[CH3:4]. (7) Given the reactants [O:1]1[CH2:5][CH:4]([NH:6][C:7]2[CH:12]=[CH:11][C:10](B3OC(C)(C)C(C)(C)O3)=[CH:9][CH:8]=2)[C:3]2[CH:22]=[CH:23][CH:24]=[CH:25][C:2]1=2.I[C:27]1[C:35]2[C:30](=[N:31][CH:32]=[N:33][C:34]=2[NH2:36])[N:29]([C@H:37]2[CH2:42][CH2:41][C@@H:40]([N:43]3[CH2:48][CH2:47][N:46]([CH3:49])[CH2:45][CH2:44]3)[CH2:39][CH2:38]2)[N:28]=1.O.C(=O)([O-])[O-].[Na+].[Na+], predict the reaction product. The product is: [O:1]1[CH2:5][CH:4]([NH:6][C:7]2[CH:8]=[CH:9][C:10]([C:27]3[C:35]4[C:30](=[N:31][CH:32]=[N:33][C:34]=4[NH2:36])[N:29]([C@H:37]4[CH2:38][CH2:39][C@@H:40]([N:43]5[CH2:44][CH2:45][N:46]([CH3:49])[CH2:47][CH2:48]5)[CH2:41][CH2:42]4)[N:28]=3)=[CH:11][CH:12]=2)[C:3]2[CH:22]=[CH:23][CH:24]=[CH:25][C:2]1=2. (8) Given the reactants [F:1][C:2]1[CH:10]=[CH:9][C:8]([CH2:11][C:12]2[C:21]3[C:16](=[CH:17][CH:18]=[CH:19][CH:20]=3)[C:15](=[O:22])[NH:14][N:13]=2)=[CH:7][C:3]=1[C:4]([OH:6])=O.F[P-](F)(F)(F)(F)F.N1(OC(N(C)C)=[N+](C)C)C2C=CC=CC=2N=N1.[N:47]1[CH:48]=[N:49][N:50]2[CH2:55][CH2:54][NH:53][CH2:52][C:51]=12.C(N(CC)C(C)C)(C)C, predict the reaction product. The product is: [N:47]1[CH:48]=[N:49][N:50]2[CH2:55][CH2:54][N:53]([C:4]([C:3]3[CH:7]=[C:8]([CH2:11][C:12]4[C:21]5[C:16](=[CH:17][CH:18]=[CH:19][CH:20]=5)[C:15](=[O:22])[NH:14][N:13]=4)[CH:9]=[CH:10][C:2]=3[F:1])=[O:6])[CH2:52][C:51]=12. (9) Given the reactants CC1(C)C(C)(C)OB([C:9]2[CH:10]=[N:11][N:12]3[CH2:17][CH2:16][CH2:15][CH2:14][C:13]=23)O1.[Cl:19][C:20]1[N:25]=[C:24](Cl)[CH:23]=[CH:22][N:21]=1.C([O-])([O-])=O.[Na+].[Na+], predict the reaction product. The product is: [Cl:19][C:20]1[N:25]=[C:24]([C:9]2[CH:10]=[N:11][N:12]3[CH2:17][CH2:16][CH2:15][CH2:14][C:13]=23)[CH:23]=[CH:22][N:21]=1.